From a dataset of Peptide-MHC class I binding affinity with 185,985 pairs from IEDB/IMGT. Regression. Given a peptide amino acid sequence and an MHC pseudo amino acid sequence, predict their binding affinity value. This is MHC class I binding data. (1) The peptide sequence is RQHPGLFPF. The MHC is SLA-30401 with pseudo-sequence SLA-30401. The binding affinity (normalized) is 0.0847. (2) The peptide sequence is FLSHNFTLV. The MHC is HLA-A23:01 with pseudo-sequence HLA-A23:01. The binding affinity (normalized) is 0.00619. (3) The binding affinity (normalized) is 0.0847. The peptide sequence is CYPRLWGVR. The MHC is HLA-B58:01 with pseudo-sequence HLA-B58:01. (4) The peptide sequence is QLLAEEKTI. The MHC is HLA-A02:06 with pseudo-sequence HLA-A02:06. The binding affinity (normalized) is 0.0937. (5) The peptide sequence is KALQRPVSDF. The MHC is HLA-A24:02 with pseudo-sequence HLA-A24:02. The binding affinity (normalized) is 0.0472. (6) The peptide sequence is NTVSSFQV. The MHC is HLA-A02:01 with pseudo-sequence HLA-A02:01. The binding affinity (normalized) is 0. (7) The peptide sequence is LILGLVLALV. The MHC is HLA-A02:01 with pseudo-sequence HLA-A02:01. The binding affinity (normalized) is 0.589.